This data is from NCI-60 drug combinations with 297,098 pairs across 59 cell lines. The task is: Regression. Given two drug SMILES strings and cell line genomic features, predict the synergy score measuring deviation from expected non-interaction effect. (1) Drug 1: CC(CN1CC(=O)NC(=O)C1)N2CC(=O)NC(=O)C2. Drug 2: CN(C)C1=NC(=NC(=N1)N(C)C)N(C)C. Cell line: SNB-19. Synergy scores: CSS=18.0, Synergy_ZIP=-1.34, Synergy_Bliss=1.91, Synergy_Loewe=-4.60, Synergy_HSA=0.380. (2) Drug 1: CCCS(=O)(=O)NC1=C(C(=C(C=C1)F)C(=O)C2=CNC3=C2C=C(C=N3)C4=CC=C(C=C4)Cl)F. Drug 2: CC12CCC3C(C1CCC2=O)CC(=C)C4=CC(=O)C=CC34C. Cell line: OVCAR-8. Synergy scores: CSS=21.0, Synergy_ZIP=1.86, Synergy_Bliss=-2.93, Synergy_Loewe=-22.0, Synergy_HSA=-4.45.